This data is from Full USPTO retrosynthesis dataset with 1.9M reactions from patents (1976-2016). The task is: Predict the reactants needed to synthesize the given product. (1) Given the product [Cl:1][C:2]1[CH:3]=[C:4]([CH:9]=[C:10]([O:13][CH:14]([CH3:16])[CH3:15])[C:11]=1[O:12][CH3:17])[C:5]([O:7][CH3:8])=[O:6], predict the reactants needed to synthesize it. The reactants are: [Cl:1][C:2]1[CH:3]=[C:4]([CH:9]=[C:10]([O:13][CH:14]([CH3:16])[CH3:15])[C:11]=1[OH:12])[C:5]([O:7][CH3:8])=[O:6].[CH3:17]I. (2) Given the product [N:34]1[C:13]([CH2:14][N:16]([CH:14]2[C:15]3[N:6]=[CH:7][CH:8]=[CH:9][C:10]=3[CH2:11][CH2:12][CH2:13]2)[CH2:17][CH2:18][CH2:19][CH2:20][NH2:21])=[CH:12][CH:11]=[CH:32][C:33]=1[C:7]1[CH:8]=[CH:9][CH:10]=[CH:15][N:6]=1, predict the reactants needed to synthesize it. The reactants are: S([O-])(=O)(=O)C.[N:6]1[C:15]2[CH:14]([NH:16][CH2:17][CH2:18][CH2:19][CH2:20][N:21]3C(=O)C4C(=CC=CC=4)C3=O)[CH2:13][CH2:12][CH2:11][C:10]=2[CH:9]=[CH:8][CH:7]=1.[CH3:32][C:33]#[N:34]. (3) Given the product [CH2:12]([N:19]1[CH2:24][CH2:23][C:22]([CH2:25][NH2:26])([N:27]2[CH2:28][CH2:29][N:30]([C:33]3[CH:38]=[CH:37][N:36]=[CH:35][CH:34]=3)[CH2:31][CH2:32]2)[CH2:21][CH2:20]1)[C:13]1[CH:18]=[CH:17][CH:16]=[CH:15][CH:14]=1, predict the reactants needed to synthesize it. The reactants are: OS(O)(=O)=O.[H-].[H-].[H-].[H-].[Li+].[Al+3].[CH2:12]([N:19]1[CH2:24][CH2:23][C:22]([N:27]2[CH2:32][CH2:31][N:30]([C:33]3[CH:38]=[CH:37][N:36]=[CH:35][CH:34]=3)[CH2:29][CH2:28]2)([C:25]#[N:26])[CH2:21][CH2:20]1)[C:13]1[CH:18]=[CH:17][CH:16]=[CH:15][CH:14]=1. (4) Given the product [C:13]([C@@:10]1([CH:15]2[CH2:17][CH2:16]2)[CH2:11][CH2:12][N:8]([C:6]2[CH:5]=[CH:4][N:3]=[C:2]([NH:1][C:20]3[CH:29]=[CH:28][C:23]([C:24]([O:26][CH3:27])=[O:25])=[CH:22][N:21]=3)[CH:7]=2)[C:9]1=[O:18])#[N:14], predict the reactants needed to synthesize it. The reactants are: [NH2:1][C:2]1[CH:7]=[C:6]([N:8]2[CH2:12][CH2:11][C@:10]([CH:15]3[CH2:17][CH2:16]3)([C:13]#[N:14])[C:9]2=[O:18])[CH:5]=[CH:4][N:3]=1.Br[C:20]1[CH:29]=[CH:28][C:23]([C:24]([O:26][CH3:27])=[O:25])=[CH:22][N:21]=1.C(=O)([O-])[O-].[Cs+].[Cs+].C1(P(C2CCCCC2)C2C(OC)=CC=C(OC)C=2C2C(C(C)C)=CC(C(C)C)=CC=2C(C)C)CCCCC1.C(=O)(O)[O-].[Na+].